Dataset: Reaction yield outcomes from USPTO patents with 853,638 reactions. Task: Predict the reaction yield, written as a fraction of the theoretical maximum amount of product (1.0 means a 100% yield; for example, 0.34 means a 34% yield). (1) The reactants are C(NC(C)C)(C)C.C([Li])CCC.[CH3:13][S:14][C:15]1[CH:20]=[CH:19][C:18]([CH2:21][C:22]([OH:24])=[O:23])=[CH:17][CH:16]=1.I[CH2:26][CH:27]1[CH2:31][CH2:30][CH2:29][CH2:28]1. The catalyst is O1CCCC1.CN1CCCN(C)C1=O. The product is [CH:27]1([CH2:26][CH:21]([C:18]2[CH:17]=[CH:16][C:15]([S:14][CH3:13])=[CH:20][CH:19]=2)[C:22]([OH:24])=[O:23])[CH2:31][CH2:30][CH2:29][CH2:28]1. The yield is 0.350. (2) The reactants are [O:1]=[C:2]1[NH:6][CH:5]([CH2:7][C:8]2[O:9][C:10]3[CH:16]=[C:15]([C:17]4[C:25]5[C:20](=[CH:21][C:22]([F:26])=[CH:23][CH:24]=5)[N:19](C(OC(C)(C)C)=O)[CH:18]=4)[CH:14]=[CH:13][C:11]=3[N:12]=2)[C:4](=[O:34])[NH:3]1.C(O)(C(F)(F)F)=O. The catalyst is C(Cl)Cl. The product is [F:26][C:22]1[CH:21]=[C:20]2[C:25]([C:17]([C:15]3[CH:14]=[CH:13][C:11]4[N:12]=[C:8]([CH2:7][CH:5]5[NH:6][C:2](=[O:1])[NH:3][C:4]5=[O:34])[O:9][C:10]=4[CH:16]=3)=[CH:18][NH:19]2)=[CH:24][CH:23]=1. The yield is 0.230. (3) The reactants are [NH2:1][C@H:2]([C:10]([OH:12])=[O:11])[CH2:3][CH2:4][CH2:5][NH:6][C:7](=[NH:9])[NH2:8].CC(O)(C)C.[CH3:18][O:19][C:20]1[CH:30]=[CH:29][C:23]([CH:24]=[CH:25][C:26](Cl)=[O:27])=[CH:22][CH:21]=1.Cl. The catalyst is O.C1(C)C=CC=CC=1.[OH-].[Na+]. The product is [CH3:18][O:19][C:20]1[CH:30]=[CH:29][C:23]([CH:24]=[CH:25][C:26]([NH:1][C@H:2]([C:10]([OH:12])=[O:11])[CH2:3][CH2:4][CH2:5][NH:6][C:7](=[NH:8])[NH2:9])=[O:27])=[CH:22][CH:21]=1. The yield is 0.278. (4) The reactants are [C:1]([N:5]([CH3:11])[C:6](=[O:10])[CH:7]([F:9])[F:8])([CH3:4])([CH3:3])[CH3:2].[CH:12](NC(C)C)([CH3:14])[CH3:13].[Li].ICCC.CO. The catalyst is C1COCC1. The product is [C:1]([N:5]([CH3:11])[C:6](=[O:10])[C:7]([F:9])([F:8])[CH2:13][CH2:12][CH3:14])([CH3:4])([CH3:3])[CH3:2]. The yield is 0.620. (5) The reactants are C1(C2(C3C=CC=CC=3)OB(C)N3CCC[C@@H]23)C=CC=CC=1.[CH3:22][C:23]1[C:24]([C:28](=[O:30])[CH3:29])=[CH:25][S:26][CH:27]=1.O.Cl. The catalyst is O1CCCC1. The product is [CH3:22][C:23]1[C:24]([C@H:28]([OH:30])[CH3:29])=[CH:25][S:26][CH:27]=1. The yield is 0.940. (6) The reactants are [CH2:1]([C:5]1[N:9]([CH2:10][C:11]2[CH:16]=[CH:15][C:14]([C:17]3[C:18]([C:23]#[N:24])=[CH:19][CH:20]=[CH:21][CH:22]=3)=[CH:13][CH:12]=2)[C:8](=[O:25])[NH:7][N:6]=1)[CH2:2][CH2:3][CH3:4].[CH3:26][C:27]1([CH3:39])[CH2:31][C:30]2[CH:32]=[C:33](B(O)O)[CH:34]=[CH:35][C:29]=2[O:28]1.N1C=CC=CC=1.C(N(CC)CC)C. The catalyst is C(OCC)(=O)C.C([O-])(=O)C.[Cu+2].C([O-])(=O)C.ClCCl. The product is [CH2:1]([C:5]1[N:9]([CH2:10][C:11]2[CH:16]=[CH:15][C:14]([C:17]3[C:18]([C:23]#[N:24])=[CH:19][CH:20]=[CH:21][CH:22]=3)=[CH:13][CH:12]=2)[C:8](=[O:25])[N:7]([C:33]2[CH:34]=[CH:35][C:29]3[O:28][C:27]([CH3:26])([CH3:39])[CH2:31][C:30]=3[CH:32]=2)[N:6]=1)[CH2:2][CH2:3][CH3:4]. The yield is 1.00. (7) The reactants are OCC(N[C:11]([C@:13]1(C)[CH2:15][CH:14]1[C:16]1[CH:21]=[CH:20][C:19]([F:22])=[CH:18][CH:17]=1)=[O:12])C1C=CC=CC=1.[O:24]1CCOCC1. The catalyst is OS(O)(=O)=O.C(Cl)Cl. The product is [F:22][C:19]1[CH:20]=[CH:21][C:16]([C@H:14]2[CH2:15][C@H:13]2[C:11]([OH:12])=[O:24])=[CH:17][CH:18]=1. The yield is 0.660. (8) The reactants are C(=O)[C:2]1[CH:7]=[CH:6]C=[CH:4][CH:3]=1.C(O[C:12](=[N:14][O:15][C:16]1[CH:21]=[CH:20][CH:19]=[CH:18][C:17]=1[C:22]([OH:24])=[O:23])[CH3:13])C. No catalyst specified. The product is [C:22]([C:17]1[CH:18]=[CH:19][CH:20]=[CH:21][C:16]=1[O:15][N:14]=[CH:12][C:13]1[CH:6]=[CH:7][CH:2]=[CH:3][CH:4]=1)([OH:24])=[O:23]. The yield is 0.620.